Dataset: Full USPTO retrosynthesis dataset with 1.9M reactions from patents (1976-2016). Task: Predict the reactants needed to synthesize the given product. (1) Given the product [Cl:1][C:2]1[N:10]=[C:9]2[C:5]([N:6]=[CH:7][N:8]2[CH:11]2[CH2:15][CH2:14][CH2:13][CH2:12]2)=[C:4]([NH:24][CH2:23][C:22]2[CH:25]=[CH:26][C:19]([O:18][CH3:17])=[CH:20][CH:21]=2)[N:3]=1, predict the reactants needed to synthesize it. The reactants are: [Cl:1][C:2]1[N:10]=[C:9]2[C:5]([N:6]=[CH:7][N:8]2[CH:11]2[CH2:15][CH2:14][CH2:13][CH2:12]2)=[C:4](Cl)[N:3]=1.[CH3:17][O:18][C:19]1[CH:26]=[CH:25][C:22]([CH2:23][NH2:24])=[CH:21][CH:20]=1. (2) Given the product [CH3:1][O:2][C@H:3]1[CH2:8][CH2:7][CH2:6][CH2:5][C@@H:4]1[N:9]1[C:18]2[C:13](=[CH:14][C:15]([S:19]([NH:35][C:36]3[S:40][N:39]=[CH:38][N:37]=3)(=[O:21])=[O:20])=[CH:16][CH:17]=2)[CH:12]=[CH:11][C:10]1=[O:34], predict the reactants needed to synthesize it. The reactants are: [CH3:1][O:2][CH:3]1[CH2:8][CH2:7][CH2:6][CH2:5][CH:4]1[N:9]1[C:18]2[C:13](=[CH:14][C:15]([S:19](OC3C(F)=C(F)C(F)=C(F)C=3F)(=[O:21])=[O:20])=[CH:16][CH:17]=2)[CH:12]=[CH:11][C:10]1=[O:34].[NH2:35][C:36]1[S:40][N:39]=[CH:38][N:37]=1. (3) Given the product [F:16][C:17]1[CH:22]=[CH:21][C:20]([C:2]2[CH:7]=[CH:6][C:5](/[C:8](/[CH3:15])=[CH:9]/[C:10]([O:12][CH2:13][CH3:14])=[O:11])=[CH:4][CH:3]=2)=[CH:19][CH:18]=1, predict the reactants needed to synthesize it. The reactants are: I[C:2]1[CH:7]=[CH:6][C:5](/[C:8](/[CH3:15])=[CH:9]/[C:10]([O:12][CH2:13][CH3:14])=[O:11])=[CH:4][CH:3]=1.[F:16][C:17]1[CH:22]=[CH:21][C:20](B(O)O)=[CH:19][CH:18]=1. (4) Given the product [CH3:13][C:14]1[CH:19]=[CH:18][CH:17]=[CH:16][C:15]=1[CH:20]([OH:25])[C:21]([NH:23][CH3:24])=[O:22], predict the reactants needed to synthesize it. The reactants are: O=C[C@@H]([C@H]([C@@H]([C@@H](CO)O)O)O)O.[CH3:13][C:14]1[CH:19]=[CH:18][CH:17]=[CH:16][C:15]=1[C:20](=[O:25])[C:21]([NH:23][CH3:24])=[O:22].C1N=C(N)C2N=CN([C@@H]3O[C@H](COP(OP(OC[C@H]4O[C@@H](N5C=C(C(N)=O)CC=C5)[C@H](O)[C@@H]4O)(O)=O)(O)=O)[C@@H](O)[C@H]3OP(O)(O)=O)C=2N=1.P([O-])([O-])([O-])=O. (5) Given the product [Cl:1][C:2]1[CH:3]=[C:4]([CH2:17][N:18]2[C:22]([CH3:23])=[CH:21][C:20]([C:24]([NH:48][C:49]3[CH:56]=[CH:55][C:52]([CH2:53][OH:54])=[CH:51][CH:50]=3)=[O:26])=[N:19]2)[C:5]2[O:9][C:8]([C:10]3[CH:11]=[CH:12][CH:13]=[CH:14][CH:15]=3)=[CH:7][C:6]=2[CH:16]=1, predict the reactants needed to synthesize it. The reactants are: [Cl:1][C:2]1[CH:3]=[C:4]([CH2:17][N:18]2[C:22]([CH3:23])=[CH:21][C:20]([C:24]([OH:26])=O)=[N:19]2)[C:5]2[O:9][C:8]([C:10]3[CH:15]=[CH:14][CH:13]=[CH:12][CH:11]=3)=[CH:7][C:6]=2[CH:16]=1.CCN=C=NCCCN(C)C.C1C=CC2N(O)N=NC=2C=1.[NH2:48][C:49]1[CH:56]=[CH:55][C:52]([CH2:53][OH:54])=[CH:51][CH:50]=1.NC1C=CC=CC=1. (6) Given the product [Cl:40][CH2:41][C:42]([N:36]1[CH2:37][CH2:38][CH:33]([N:28]2[CH:27]=[C:26]3[C:30]([CH2:31][CH2:32][C:24]4[C:23]5=[C:18]([NH:17][C:4]6[CH:5]=[CH:6][C:7]([O:8][CH2:9][C:10]7[CH:15]=[CH:14][CH:13]=[C:12]([F:16])[CH:11]=7)=[C:2]([Cl:1])[CH:3]=6)[N:19]=[CH:20][N:21]=[C:22]5[S:39][C:25]=43)=[N:29]2)[CH2:34][CH2:35]1)=[O:43], predict the reactants needed to synthesize it. The reactants are: [Cl:1][C:2]1[CH:3]=[C:4]([NH:17][C:18]2[N:19]=[CH:20][N:21]=[C:22]3[S:39][C:25]4[C:26]5[C:30]([CH2:31][CH2:32][C:24]=4[C:23]=23)=[N:29][N:28]([CH:33]2[CH2:38][CH2:37][NH:36][CH2:35][CH2:34]2)[CH:27]=5)[CH:5]=[CH:6][C:7]=1[O:8][CH2:9][C:10]1[CH:15]=[CH:14][CH:13]=[C:12]([F:16])[CH:11]=1.[Cl:40][CH2:41][C:42](Cl)=[O:43].C(N(CC)CC)C. (7) Given the product [F:13][C:12]([F:15])([F:14])[C:8]1[N:7]=[C:6]([S:16][CH2:17][CH2:18][C:19]([O:21][CH3:22])=[O:20])[CH:11]=[CH:10][CH:9]=1, predict the reactants needed to synthesize it. The reactants are: [O-]CC.[Na+].Cl[C:6]1[CH:11]=[CH:10][CH:9]=[C:8]([C:12]([F:15])([F:14])[F:13])[N:7]=1.[SH:16][CH2:17][CH2:18][C:19]([O:21][CH3:22])=[O:20].